Dataset: Catalyst prediction with 721,799 reactions and 888 catalyst types from USPTO. Task: Predict which catalyst facilitates the given reaction. (1) Reactant: [NH:1]1[C:9]2[C:4](=[CH:5][C:6]([N:10]3[C:14]4=[N:15][CH:16]=[CH:17][CH:18]=[C:13]4[N:12]([CH2:19][CH3:20])[C:11]3=[O:21])=[CH:7][CH:8]=2)[CH2:3][CH2:2]1.Cl[C:23]1[N:27]([CH2:28]OCC[Si](C)(C)C)[C:26]2[CH:36]=[CH:37][CH:38]=[CH:39][C:25]=2[N:24]=1.C([O-])(O)=O.[Na+]. Product: [CH2:19]([N:12]1[C:13]2[C:14](=[N:15][CH:16]=[CH:17][CH:18]=2)[N:10]([C:6]2[CH:5]=[C:4]3[C:9](=[CH:8][CH:7]=2)[N:1]([C:23]2[N:27]([CH3:28])[C:26]4[CH:36]=[CH:37][CH:38]=[CH:39][C:25]=4[N:24]=2)[CH2:2][CH2:3]3)[C:11]1=[O:21])[CH3:20]. The catalyst class is: 37. (2) Reactant: C(O[C:6]([NH:8][NH:9][C:10]([C:12]1[CH:13]=[N:14][C:15]([CH3:18])=[CH:16][CH:17]=1)=[S:11])=[O:7])(C)(C)C.C(OC(NNC(=O)C1C=CC(F)=CC=1)=O)(C)(C)C.C(O)(C(F)(F)F)=O.CCN(C(C)C)C(C)C.[F:53][CH:54]([F:64])[O:55][C:56]1[CH:63]=[CH:62][CH:61]=[CH:60][C:57]=1[CH:58]=O.[F:65][C:66]1[CH:74]=[C:73]([F:75])[CH:72]=[C:71]([F:76])[C:67]=1C(Cl)=O. Product: [F:53][CH:54]([F:64])[O:55][C:56]1[CH:63]=[CH:62][CH:61]=[CH:60][C:57]=1[CH:58]1[N:8]([C:6]([C:67]2[C:66]([F:65])=[CH:74][C:73]([F:75])=[CH:72][C:71]=2[F:76])=[O:7])[N:9]=[C:10]([C:12]2[CH:13]=[N:14][C:15]([CH3:18])=[CH:16][CH:17]=2)[S:11]1. The catalyst class is: 2. (3) Reactant: [C:1]([O:5][C:6](=[O:27])[CH:7]([NH:19][C:20]([O:22][C:23]([CH3:26])([CH3:25])[CH3:24])=[O:21])[CH2:8][C:9]1[CH:18]=[CH:17][C:12]([C:13]([O:15]C)=[O:14])=[CH:11][CH:10]=1)([CH3:4])([CH3:3])[CH3:2].O([Si](C)(C)C)[K].[Cl-].[NH4+].Cl. Product: [C:1]([O:5][C:6](=[O:27])[CH:7]([NH:19][C:20]([O:22][C:23]([CH3:26])([CH3:25])[CH3:24])=[O:21])[CH2:8][C:9]1[CH:18]=[CH:17][C:12]([C:13]([OH:15])=[O:14])=[CH:11][CH:10]=1)([CH3:3])([CH3:4])[CH3:2]. The catalyst class is: 56. (4) Reactant: [O:1]1[C:5]2([CH2:10][CH2:9][N:8]([C:11]([C:13]3[NH:14][C:15]4[C:20]([CH:21]=3)=[CH:19][C:18]([C:22]([N:24]3[CH2:29][CH2:28][N:27]([CH:30]([CH3:32])[CH3:31])[CH2:26][CH2:25]3)=[O:23])=[CH:17][CH:16]=4)=[O:12])[CH2:7][CH2:6]2)[O:4][CH2:3][CH2:2]1.[Cl:33][C:34]1[CH:39]=[C:38](B(O)O)[CH:37]=[CH:36][N:35]=1.N1C=CC=CC=1. Product: [Cl:33][C:34]1[CH:39]=[C:38]([N:14]2[C:15]3[C:20](=[CH:19][C:18]([C:22]([N:24]4[CH2:25][CH2:26][N:27]([CH:30]([CH3:32])[CH3:31])[CH2:28][CH2:29]4)=[O:23])=[CH:17][CH:16]=3)[CH:21]=[C:13]2[C:11]([N:8]2[CH2:9][CH2:10][C:5]3([O:4][CH2:3][CH2:2][O:1]3)[CH2:6][CH2:7]2)=[O:12])[CH:37]=[CH:36][N:35]=1. The catalyst class is: 221.